From a dataset of Reaction yield outcomes from USPTO patents with 853,638 reactions. Predict the reaction yield, written as a fraction of the theoretical maximum amount of product (1.0 means a 100% yield; for example, 0.34 means a 34% yield). The reactants are Cl[C:2](Cl)([O:4][C:5](=[O:11])OC(Cl)(Cl)Cl)Cl.[NH2:13][C:14]1[CH:19]=[CH:18][C:17]([C:20]2[CH:25]=[CH:24][C:23]([C:26]([F:29])([F:28])[F:27])=[CH:22][CH:21]=2)=[CH:16][C:15]=1CO.C(=O)([O-])O.[Na+]. The catalyst is O1CCCC1.[Cl-].[Na+].O. The product is [F:27][C:26]([F:28])([F:29])[C:23]1[CH:24]=[CH:25][C:20]([C:17]2[CH:16]=[CH:15][C:14]3[NH:13][C:5](=[O:11])[O:4][CH2:2][C:19]=3[CH:18]=2)=[CH:21][CH:22]=1. The yield is 0.440.